Dataset: Forward reaction prediction with 1.9M reactions from USPTO patents (1976-2016). Task: Predict the product of the given reaction. (1) Given the reactants Br[C:2]1[CH:3]=[C:4]2[C:9](=[CH:10][CH:11]=1)[N:8]([CH3:12])[C:7](=[O:13])[CH:6]=[C:5]2[C:14]1[CH:19]=[CH:18][CH:17]=[C:16]([Cl:20])[CH:15]=1.C[N:22]1[C:26]([Sn](CCCC)(CCCC)CCCC)=CN=C1.[C]=[O:41].[CH2:42]([N:44]([CH2:47]C)[CH2:45][CH3:46])C, predict the reaction product. The product is: [Cl:20][C:16]1[CH:15]=[C:14]([C:5]2[C:4]3[C:9](=[CH:10][CH:11]=[C:2]([C:46]([C:45]4[N:44]([CH3:42])[CH:47]=[N:22][CH:26]=4)=[O:41])[CH:3]=3)[N:8]([CH3:12])[C:7](=[O:13])[CH:6]=2)[CH:19]=[CH:18][CH:17]=1. (2) The product is: [F:1][C:2]1[CH:3]=[C:4]2[C:8](=[CH:9][CH:10]=1)[N:7]([CH2:12][C:13]([O:15][CH2:16][CH3:17])=[O:14])[N:6]=[CH:5]2. Given the reactants [F:1][C:2]1[CH:3]=[C:4]2[C:8](=[CH:9][CH:10]=1)[NH:7][N:6]=[CH:5]2.Br[CH2:12][C:13]([O:15][CH2:16][CH3:17])=[O:14], predict the reaction product.